Regression. Given two drug SMILES strings and cell line genomic features, predict the synergy score measuring deviation from expected non-interaction effect. From a dataset of NCI-60 drug combinations with 297,098 pairs across 59 cell lines. (1) Drug 1: C1CC(=O)NC(=O)C1N2CC3=C(C2=O)C=CC=C3N. Drug 2: CN(C)C1=NC(=NC(=N1)N(C)C)N(C)C. Cell line: NCI-H522. Synergy scores: CSS=-0.134, Synergy_ZIP=2.83, Synergy_Bliss=4.23, Synergy_Loewe=-0.153, Synergy_HSA=0.943. (2) Drug 2: C1CN(CCN1C(=O)CCBr)C(=O)CCBr. Drug 1: CCN(CC)CCNC(=O)C1=C(NC(=C1C)C=C2C3=C(C=CC(=C3)F)NC2=O)C. Cell line: SNB-75. Synergy scores: CSS=18.2, Synergy_ZIP=-1.31, Synergy_Bliss=2.95, Synergy_Loewe=5.88, Synergy_HSA=3.75. (3) Drug 1: CC(C1=C(C=CC(=C1Cl)F)Cl)OC2=C(N=CC(=C2)C3=CN(N=C3)C4CCNCC4)N. Drug 2: C(=O)(N)NO. Cell line: MDA-MB-231. Synergy scores: CSS=10.7, Synergy_ZIP=-4.90, Synergy_Bliss=-2.26, Synergy_Loewe=-6.62, Synergy_HSA=-0.750. (4) Drug 1: C1CN1C2=NC(=NC(=N2)N3CC3)N4CC4. Drug 2: C(=O)(N)NO. Cell line: RPMI-8226. Synergy scores: CSS=35.2, Synergy_ZIP=0.109, Synergy_Bliss=2.19, Synergy_Loewe=-20.8, Synergy_HSA=1.25. (5) Drug 1: CC1=CC2C(CCC3(C2CCC3(C(=O)C)OC(=O)C)C)C4(C1=CC(=O)CC4)C. Synergy scores: CSS=0.481, Synergy_ZIP=-2.09, Synergy_Bliss=-3.87, Synergy_Loewe=-8.62, Synergy_HSA=-5.03. Cell line: UACC62. Drug 2: CS(=O)(=O)OCCCCOS(=O)(=O)C.